From a dataset of Full USPTO retrosynthesis dataset with 1.9M reactions from patents (1976-2016). Predict the reactants needed to synthesize the given product. (1) Given the product [CH3:32][N:33]([CH3:43])[C:34]1[CH:39]=[CH:38][C:37]([NH:40][C:41]([NH:1][CH2:2][C:3]2[N:7]3[C:8]([N:12]4[CH2:13][CH2:14][N:15]([CH3:18])[CH2:16][CH2:17]4)=[CH:9][CH:10]=[CH:11][C:6]3=[N:5][C:4]=2[CH2:19][N:20]([CH3:31])[C@@H:21]2[C:30]3[N:29]=[CH:28][CH:27]=[CH:26][C:25]=3[CH2:24][CH2:23][CH2:22]2)=[O:42])=[CH:36][CH:35]=1, predict the reactants needed to synthesize it. The reactants are: [NH2:1][CH2:2][C:3]1[N:7]2[C:8]([N:12]3[CH2:17][CH2:16][N:15]([CH3:18])[CH2:14][CH2:13]3)=[CH:9][CH:10]=[CH:11][C:6]2=[N:5][C:4]=1[CH2:19][N:20]([CH3:31])[C@@H:21]1[C:30]2[N:29]=[CH:28][CH:27]=[CH:26][C:25]=2[CH2:24][CH2:23][CH2:22]1.[CH3:32][N:33]([CH3:43])[C:34]1[CH:39]=[CH:38][C:37]([N:40]=[C:41]=[O:42])=[CH:36][CH:35]=1. (2) The reactants are: P(Cl)(Cl)(Cl)=O.[C:6]([O:9][C:10]1[CH:18]=[CH:17][C:16]([Br:19])=[CH:15][C:11]=1[C:12]([OH:14])=O)(=[O:8])[CH3:7].[NH2:20][C:21]1[S:22][C:23]([N:30]2[CH2:35][CH2:34][CH2:33][CH2:32][CH2:31]2)=[C:24]([C:26]([CH3:29])([CH3:28])[CH3:27])[N:25]=1.Cl. Given the product [C:6]([O:9][C:10]1[CH:18]=[CH:17][C:16]([Br:19])=[CH:15][C:11]=1[C:12]([NH:20][C:21]1[S:22][C:23]([N:30]2[CH2:35][CH2:34][CH2:33][CH2:32][CH2:31]2)=[C:24]([C:26]([CH3:29])([CH3:27])[CH3:28])[N:25]=1)=[O:14])(=[O:8])[CH3:7], predict the reactants needed to synthesize it. (3) Given the product [C:1]([C@@H:3]1[CH2:7][CH2:6][CH2:5][N:4]1[C:8]([C@@H:10]1[C@H:15]2[CH2:16][C@H:12]([C@H:13]([O:17][CH2:18]/[CH:19]=[N:29]/[OH:30])[CH2:14]2)[N:11]1[C:21]([O:23][C:24]([CH3:25])([CH3:26])[CH3:27])=[O:22])=[O:9])#[N:2], predict the reactants needed to synthesize it. The reactants are: [C:1]([C@@H:3]1[CH2:7][CH2:6][CH2:5][N:4]1[C:8]([C@@H:10]1[C@H:15]2[CH2:16][C@H:12]([C@H:13]([O:17][CH2:18][CH:19]=O)[CH2:14]2)[N:11]1[C:21]([O:23][C:24]([CH3:27])([CH3:26])[CH3:25])=[O:22])=[O:9])#[N:2].Cl.[NH2:29][OH:30].C([O-])(=O)C.[Na+]. (4) Given the product [C:30](=[O:37])([O:29][CH2:28][C:24]1[CH:25]=[CH:26][CH:27]=[C:22]([CH2:21][O:20][C:19](=[O:38])[NH2:18])[CH:23]=1)[NH2:31], predict the reactants needed to synthesize it. The reactants are: C(=O)(OCC(F)(F)F)OCC(F)(F)F.FC(F)(F)C[NH:18][C:19](=[O:38])[O:20][CH2:21][C:22]1[CH:27]=[CH:26][CH:25]=[C:24]([CH2:28][O:29][C:30](=[O:37])[NH:31]CC(F)(F)F)[CH:23]=1. (5) Given the product [CH3:59][N:60]([CH3:68])[CH2:61][CH2:62][CH2:63][CH2:64][C:65]([O:57][CH:38]([C:19]([OH:58])([CH2:20][CH2:21][CH2:22][CH2:23][CH2:24][CH2:25][CH2:26][CH2:27]/[CH:28]=[CH:29]\[CH2:30]/[CH:31]=[CH:32]\[CH2:33][CH2:34][CH2:35][CH2:36][CH3:37])[CH2:1][CH2:2][CH2:3][CH2:4][CH2:5][CH2:6][CH2:7][CH2:8]/[CH:9]=[CH:10]\[CH2:11]/[CH:12]=[CH:13]\[CH2:14][CH2:15][CH2:16][CH2:17][CH3:18])[CH2:39][CH2:40][CH2:41][CH2:42][CH2:43][CH2:44][CH2:45][CH2:46]/[CH:47]=[CH:48]\[CH2:49]/[CH:50]=[CH:51]\[CH2:52][CH2:53][CH2:54][CH2:55][CH3:56])=[O:66], predict the reactants needed to synthesize it. The reactants are: [CH2:1]([C:19]([OH:58])([CH:38]([OH:57])[CH2:39][CH2:40][CH2:41][CH2:42][CH2:43][CH2:44][CH2:45][CH2:46]/[CH:47]=[CH:48]\[CH2:49]/[CH:50]=[CH:51]\[CH2:52][CH2:53][CH2:54][CH2:55][CH3:56])[CH2:20][CH2:21][CH2:22][CH2:23][CH2:24][CH2:25][CH2:26][CH2:27]/[CH:28]=[CH:29]\[CH2:30]/[CH:31]=[CH:32]\[CH2:33][CH2:34][CH2:35][CH2:36][CH3:37])[CH2:2][CH2:3][CH2:4][CH2:5][CH2:6][CH2:7][CH2:8]/[CH:9]=[CH:10]\[CH2:11]/[CH:12]=[CH:13]\[CH2:14][CH2:15][CH2:16][CH2:17][CH3:18].[CH3:59][N:60]([CH3:68])[CH2:61][CH2:62][CH2:63][CH2:64][C:65](O)=[O:66].CCN=C=NCCCN(C)C.Cl.CCN(C(C)C)C(C)C.